From a dataset of Catalyst prediction with 721,799 reactions and 888 catalyst types from USPTO. Predict which catalyst facilitates the given reaction. (1) Reactant: [CH2:1]([O:3][C:4]([CH:6]1[CH:8]([C:9](=[O:18])[NH:10][C:11]2[CH:16]=[CH:15][C:14]([Cl:17])=[CH:13][CH:12]=2)[CH:7]1[C:19](=[O:40])[NH:20][C:21]1[CH:26]=[CH:25][C:24]([N:27]2[CH:32]=[CH:31][C:30]([O:33][CH2:34][C:35](O)=[O:36])=[CH:29][C:28]2=[O:38])=[CH:23][C:22]=1[F:39])=[O:5])[CH3:2].Cl.[CH3:42][NH:43][CH3:44].ON1C2C=CC=CC=2N=N1.CN1CCOCC1.Cl.CN(C)CCCN=C=NCC.Cl. Product: [CH2:1]([O:3][C:4]([CH:6]1[CH:7]([C:19](=[O:40])[NH:20][C:21]2[CH:26]=[CH:25][C:24]([N:27]3[CH:32]=[CH:31][C:30]([O:33][CH2:34][C:35](=[O:36])[N:43]([CH3:44])[CH3:42])=[CH:29][C:28]3=[O:38])=[CH:23][C:22]=2[F:39])[CH:8]1[C:9](=[O:18])[NH:10][C:11]1[CH:16]=[CH:15][C:14]([Cl:17])=[CH:13][CH:12]=1)=[O:5])[CH3:2]. The catalyst class is: 3. (2) Reactant: [NH2:1][CH2:2][CH2:3][CH2:4][OH:5].[C:6](O[C:6]([O:8][C:9]([CH3:12])([CH3:11])[CH3:10])=[O:7])([O:8][C:9]([CH3:12])([CH3:11])[CH3:10])=[O:7]. Product: [OH:5][CH2:4][CH2:3][CH2:2][NH:1][C:6](=[O:7])[O:8][C:9]([CH3:12])([CH3:11])[CH3:10]. The catalyst class is: 4. (3) Reactant: Br[C:2]1[C:14]2[C:13]3[C:8](=[CH:9][CH:10]=[C:11]([F:15])[CH:12]=3)[NH:7][C:6]=2[C:5]([O:16][CH2:17][CH2:18][N:19]([CH3:21])[CH3:20])=[C:4]2[NH:22][C:23]3[CH:24]=[CH:25][C:26]([F:29])=[CH:27][C:28]=3[C:3]=12.[CH3:30][N:31](C=O)C. Product: [CH3:20][N:19]([CH3:21])[CH2:18][CH2:17][O:16][C:5]1[C:6]2[NH:7][C:8]3[C:13](=[CH:12][C:11]([F:15])=[CH:10][CH:9]=3)[C:14]=2[C:2]([C:30]#[N:31])=[C:3]2[C:28]3[CH:27]=[C:26]([F:29])[CH:25]=[CH:24][C:23]=3[NH:22][C:4]=12. The catalyst class is: 267.